Predict the product of the given reaction. From a dataset of Forward reaction prediction with 1.9M reactions from USPTO patents (1976-2016). (1) Given the reactants [Br:1][C:2]1[C:7](=[O:8])[NH:6][C:4](=[O:5])[C:3]=1[Br:9].CN1CCOCC1.[CH3:17][O:18][C:19](Cl)=[O:20].C(Cl)Cl, predict the reaction product. The product is: [CH3:17][O:18][C:19]([N:6]1[C:7](=[O:8])[C:2]([Br:1])=[C:3]([Br:9])[C:4]1=[O:5])=[O:20]. (2) Given the reactants [OH:1][CH2:2][CH2:3][C:4](=O)[CH3:5].[CH2:7]([SH:14])[C:8]1[CH:13]=[CH:12][CH:11]=[CH:10][CH:9]=1.[N+:15]([CH3:18])([O-:17])=[O:16].C(N)CN, predict the reaction product. The product is: [CH2:7]([S:14][C:4]([CH3:5])([CH2:18][N+:15]([O-:17])=[O:16])[CH2:3][CH2:2][OH:1])[C:8]1[CH:13]=[CH:12][CH:11]=[CH:10][CH:9]=1. (3) Given the reactants [F:1][C:2]1[CH:7]=[CH:6][C:5]([N:8]2[C:12]3=[N:13][CH:14]=[CH:15][C:16](B(O)O)=[C:11]3[CH:10]=[N:9]2)=[CH:4][CH:3]=1.[CH3:20][O:21][C:22]([C:24]1[CH:29]=[CH:28][N:27]=[CH:26][C:25]=1Br)=[O:23].C(=O)([O-])[O-].[K+].[K+].C(Cl)Cl, predict the reaction product. The product is: [F:1][C:2]1[CH:7]=[CH:6][C:5]([N:8]2[C:12]3=[N:13][CH:14]=[CH:15][C:16]([C:29]4[CH:28]=[N:27][CH:26]=[CH:25][C:24]=4[C:22]([O:21][CH3:20])=[O:23])=[C:11]3[CH:10]=[N:9]2)=[CH:4][CH:3]=1. (4) Given the reactants C(C1OC[C@H](C(C)(C)C)N=1)(C1OC[C@H](C(C)(C)C)N=1)(C)C.[CH3:22][O:23][C:24]1[CH:29]=[CH:28][C:27]([C:30]([C:54]2[CH:59]=[CH:58][C:57]([O:60][CH3:61])=[CH:56][CH:55]=2)([C:48]2[CH:53]=[CH:52][CH:51]=[CH:50][CH:49]=2)[O:31][CH2:32][C@H:33]2[O:37][C@@H:36]([N:38]3[CH:45]=[CH:44][C:42](=[O:43])[NH:41][C:39]3=[O:40])[C@H:35]([OH:46])[C@@H:34]2[OH:47])=[CH:26][CH:25]=1.[C:62]1([N:68]=[C:69]=[O:70])[CH:67]=[CH:66][CH:65]=[CH:64][CH:63]=1.COC1C=CC(C(C2C=CC(OC)=CC=2)(C2C=CC=CC=2)OC[C@H]2O[C@@H](N3C=CC(=O)NC3=O)[C@H](OC(=O)NC3C=CC=CC=3)[C@@H]2O)=CC=1, predict the reaction product. The product is: [CH3:22][O:23][C:24]1[CH:25]=[CH:26][C:27]([C:30]([C:54]2[CH:55]=[CH:56][C:57]([O:60][CH3:61])=[CH:58][CH:59]=2)([C:48]2[CH:53]=[CH:52][CH:51]=[CH:50][CH:49]=2)[O:31][CH2:32][C@H:33]2[O:37][C@@H:36]([N:38]3[CH:45]=[CH:44][C:42](=[O:43])[NH:41][C:39]3=[O:40])[C@H:35]([OH:46])[C@@H:34]2[O:47][C:69](=[O:70])[NH:68][C:62]2[CH:67]=[CH:66][CH:65]=[CH:64][CH:63]=2)=[CH:28][CH:29]=1. (5) Given the reactants [Cl:1][C:2]1[CH:7]=[CH:6][C:5]([C@@H:8]2[CH2:13][CH2:12][N:11]([C:14]([O:16][C:17]([CH3:20])([CH3:19])[CH3:18])=[O:15])[CH2:10][C@H:9]2[CH2:21][O:22][C:23]2[CH:28]=[C:27]([F:29])[C:26]([S:30](=[O:33])(=[O:32])[NH2:31])=[CH:25][C:24]=2[F:34])=[CH:4][CH:3]=1.[N:35]([CH:38]([CH3:40])[CH3:39])=[C:36]=[O:37], predict the reaction product. The product is: [Cl:1][C:2]1[CH:7]=[CH:6][C:5]([C@@H:8]2[CH2:13][CH2:12][N:11]([C:14]([O:16][C:17]([CH3:18])([CH3:20])[CH3:19])=[O:15])[CH2:10][C@H:9]2[CH2:21][O:22][C:23]2[CH:28]=[C:27]([F:29])[C:26]([S:30](=[O:33])(=[O:32])[NH:31][C:36](=[O:37])[NH:35][CH:38]([CH3:40])[CH3:39])=[CH:25][C:24]=2[F:34])=[CH:4][CH:3]=1. (6) Given the reactants [C:1]([C:3]1[CH:8]=[CH:7][C:6]([C:9]2[CH:10]=[N:11][N:12]([C:15]3[CH:23]=[CH:22][C:18]([C:19]([OH:21])=O)=[CH:17][N:16]=3)[C:13]=2[OH:14])=[C:5]([CH3:24])[CH:4]=1)#[N:2].C(Cl)CCl.C1C=CC2N(O)N=NC=2C=1.CCN(C(C)C)C(C)C.[CH2:48]1[NH:53][CH2:52][CH2:51][N:50]2[CH2:54][CH2:55][CH2:56][CH:49]12, predict the reaction product. The product is: [OH:14][C:13]1[N:12]([C:15]2[CH:23]=[CH:22][C:18]([C:19]([N:53]3[CH2:52][CH2:51][N:50]4[CH2:54][CH2:55][CH2:56][CH:49]4[CH2:48]3)=[O:21])=[CH:17][N:16]=2)[N:11]=[CH:10][C:9]=1[C:6]1[CH:7]=[CH:8][C:3]([C:1]#[N:2])=[CH:4][C:5]=1[CH3:24].